This data is from Peptide-MHC class II binding affinity with 134,281 pairs from IEDB. The task is: Regression. Given a peptide amino acid sequence and an MHC pseudo amino acid sequence, predict their binding affinity value. This is MHC class II binding data. (1) The peptide sequence is SINYRTEIDKPSQHH. The MHC is DRB1_1602 with pseudo-sequence DRB1_1602. The binding affinity (normalized) is 0.113. (2) The peptide sequence is PVNEALAAAGLVGVL. The MHC is HLA-DQA10201-DQB10301 with pseudo-sequence HLA-DQA10201-DQB10301. The binding affinity (normalized) is 0.797. (3) The peptide sequence is LKDEVRLSIRESNSE. The MHC is DRB1_0101 with pseudo-sequence DRB1_0101. The binding affinity (normalized) is 0.434. (4) The peptide sequence is VLDLHPGAGKTRRILPQI. The MHC is DRB1_0101 with pseudo-sequence DRB1_0101. The binding affinity (normalized) is 0.196. (5) The peptide sequence is ALHIIAGTPEVHAVK. The MHC is DRB3_0202 with pseudo-sequence DRB3_0202. The binding affinity (normalized) is 0.344. (6) The peptide sequence is IAIAFLSVSNNYEYI. The MHC is DRB1_0101 with pseudo-sequence DRB1_0101. The binding affinity (normalized) is 0.532.